From a dataset of Full USPTO retrosynthesis dataset with 1.9M reactions from patents (1976-2016). Predict the reactants needed to synthesize the given product. (1) Given the product [C:2]([O:4][C@H:5]1[C:14]2[C@:15]3([CH3:30])[C:16](/[C:17](=[CH:18]\[N:42]4[CH2:43][CH2:44][N:39]([CH2:32][C:33]5[CH:34]=[CH:35][CH:36]=[CH:37][CH:38]=5)[CH2:40][CH2:41]4)/[C:23](=[O:24])[O:25][C@@H:26]3[CH2:27][O:28][CH3:29])=[C:20]([OH:19])[C:21](=[O:22])[C:13]=2[CH:8]2[C@@:7]([CH3:31])([C@@H:11]([OH:12])[CH2:10][CH2:9]2)[CH2:6]1)(=[O:3])[CH3:1], predict the reactants needed to synthesize it. The reactants are: [CH3:1][C:2]([O:4][C@H:5]1[C:14]2[C@@:15]3([CH3:30])[C@@H:26]([CH2:27][O:28][CH3:29])[O:25][C:23](=[O:24])[C:17]4=[CH:18][O:19][C:20]([C:21](=[O:22])[C:13]=2[C@@H:8]2[CH2:9][CH2:10][C@H:11]([OH:12])[C@@:7]2([CH3:31])[CH2:6]1)=[C:16]34)=[O:3].[CH2:32]([N:39]1[CH2:44][CH2:43][NH:42][CH2:41][CH2:40]1)[C:33]1[CH:38]=[CH:37][CH:36]=[CH:35][CH:34]=1. (2) Given the product [F:20][CH:19]([F:21])[O:1][C:2]1[CH:11]=[C:10]2[C:5]([CH:6]=[C:7]([NH:12][C:13]([CH:15]3[CH2:16][CH2:17]3)=[O:14])[N:8]=[CH:9]2)=[CH:4][CH:3]=1, predict the reactants needed to synthesize it. The reactants are: [OH:1][C:2]1[CH:11]=[C:10]2[C:5]([CH:6]=[C:7]([NH:12][C:13]([CH:15]3[CH2:17][CH2:16]3)=[O:14])[N:8]=[CH:9]2)=[CH:4][CH:3]=1.Br[C:19](P(=O)(OCC)OCC)([F:21])[F:20].